This data is from Reaction yield outcomes from USPTO patents with 853,638 reactions. The task is: Predict the reaction yield, written as a fraction of the theoretical maximum amount of product (1.0 means a 100% yield; for example, 0.34 means a 34% yield). (1) The reactants are [Br:1][CH:2](Br)[C:3]([C:5]1[CH:10]=[CH:9][C:8]([N:11]2[CH2:16][CH2:15][CH2:14][CH2:13][CH2:12]2)=[CH:7][CH:6]=1)=[O:4].C(OP([O-])OCC)C.C(N(CC)CC)C. The catalyst is O1CCCC1. The product is [Br:1][CH2:2][C:3]([C:5]1[CH:10]=[CH:9][C:8]([N:11]2[CH2:16][CH2:15][CH2:14][CH2:13][CH2:12]2)=[CH:7][CH:6]=1)=[O:4]. The yield is 1.00. (2) The reactants are [Cl:1][C:2]1[CH:3]=[N:4][C:5]2[N:6]([N:8]=[C:9]([C:11]([OH:13])=O)[CH:10]=2)[CH:7]=1.[CH3:14][C:15]1[O:23][C:22]2[CH2:21][CH2:20][NH:19][CH:18]([CH3:24])[C:17]=2[CH:16]=1. No catalyst specified. The product is [Cl:1][C:2]1[CH:3]=[N:4][C:5]2[N:6]([N:8]=[C:9]([C:11]([N:19]3[CH2:20][CH2:21][C:22]4[O:23][C:15]([CH3:14])=[CH:16][C:17]=4[CH:18]3[CH3:24])=[O:13])[CH:10]=2)[CH:7]=1. The yield is 0.100. (3) The reactants are Br[C:2]1[CH:7]=[CH:6][C:5]2[NH:8][C:9]3[C:10](=[CH:11][CH:12]=[C:13]4[C:21]=3[NH:20][C:19]3[C:14]4=[CH:15][C:16](Br)=[CH:17][CH:18]=3)[C:4]=2[CH:3]=1.[C:23]1([C:32]2[CH:37]=[CH:36][CH:35]=[CH:34][CH:33]=2)[CH:28]=[CH:27][CH:26]=[CH:25][C:24]=1B(O)O.C([O-])([O-])=O.[Na+].[Na+].[CH3:44][CH2:45]O. The catalyst is C1C=CC([P]([Pd]([P](C2C=CC=CC=2)(C2C=CC=CC=2)C2C=CC=CC=2)([P](C2C=CC=CC=2)(C2C=CC=CC=2)C2C=CC=CC=2)[P](C2C=CC=CC=2)(C2C=CC=CC=2)C2C=CC=CC=2)(C2C=CC=CC=2)C2C=CC=CC=2)=CC=1.C1(C)C=CC=CC=1. The product is [C:23]1([C:32]2[CH:37]=[CH:36][CH:35]=[CH:34][CH:33]=2)[CH:28]=[CH:27][CH:26]=[CH:25][C:24]=1[C:2]1[CH:7]=[CH:6][C:5]2[NH:8][C:9]3[C:10](=[CH:11][CH:12]=[C:13]4[C:21]=3[NH:20][C:19]3[C:14]4=[CH:15][C:16]([C:2]4[CH:7]=[CH:6][CH:5]=[CH:4][C:3]=4[C:44]4[CH:45]=[CH:13][CH:21]=[CH:9][CH:10]=4)=[CH:17][CH:18]=3)[C:4]=2[CH:3]=1. The yield is 0.590. (4) The reactants are [NH2:1][C:2]1[C:3](=[O:10])[N:4]([CH3:9])[CH:5]=[C:6](Br)[N:7]=1.[CH3:11][S:12]([C:15]1[CH:16]=[C:17](B(O)O)[CH:18]=[CH:19][CH:20]=1)(=[O:14])=[O:13].C([O-])([O-])=O.[Cs+].[Cs+]. The catalyst is O1CCOCC1.O.C1C=CC([P]([Pd]([P](C2C=CC=CC=2)(C2C=CC=CC=2)C2C=CC=CC=2)([P](C2C=CC=CC=2)(C2C=CC=CC=2)C2C=CC=CC=2)[P](C2C=CC=CC=2)(C2C=CC=CC=2)C2C=CC=CC=2)(C2C=CC=CC=2)C2C=CC=CC=2)=CC=1. The product is [NH2:1][C:2]1[C:3](=[O:10])[N:4]([CH3:9])[CH:5]=[C:6]([C:19]2[CH:18]=[CH:17][CH:16]=[C:15]([S:12]([CH3:11])(=[O:14])=[O:13])[CH:20]=2)[N:7]=1. The yield is 0.180. (5) The reactants are [NH2:1][C:2]1[C:3](=[O:17])[N:4]([CH2:9][C:10]([O:12][C:13]([CH3:16])([CH3:15])[CH3:14])=[O:11])[C:5]([CH3:8])=[CH:6][CH:7]=1.CN1CCOCC1.[CH3:25][C:26]1[CH:27]=[C:28]([S:32](Cl)(=[O:34])=[O:33])[CH:29]=[CH:30][CH:31]=1. The catalyst is C(Cl)Cl. The product is [CH3:25][C:26]1[CH:27]=[C:28]([S:32]([NH:1][C:2]2[C:3](=[O:17])[N:4]([CH2:9][C:10]([O:12][C:13]([CH3:16])([CH3:15])[CH3:14])=[O:11])[C:5]([CH3:8])=[CH:6][CH:7]=2)(=[O:34])=[O:33])[CH:29]=[CH:30][CH:31]=1. The yield is 0.910. (6) The reactants are [CH:1]([C:4]1[CH:12]=[C:7]2[CH:8]=[CH:9][CH:10]=[CH:11][N:6]2[N:5]=1)([CH3:3])[CH3:2].[CH3:13][O:14][C:15]1[CH:23]=[CH:22][C:18]([C:19](Cl)=[O:20])=[CH:17][CH:16]=1.[Al+3].[Cl-].[Cl-].[Cl-].[OH-].[K+]. The catalyst is C(OCC)C. The product is [CH:1]([C:4]1[C:12]([C:19]([C:18]2[CH:22]=[CH:23][C:15]([O:14][CH3:13])=[CH:16][CH:17]=2)=[O:20])=[C:7]2[CH:8]=[CH:9][CH:10]=[CH:11][N:6]2[N:5]=1)([CH3:3])[CH3:2]. The yield is 0.136. (7) The reactants are [Br:1][C:2]1[CH:3]=[C:4]2[C:8](=[CH:9][CH:10]=1)[NH:7][C:6](=[O:11])[CH2:5]2.[N:12]1([CH2:17][CH2:18][NH:19][C:20]([C:22]2[C:26]([C:27]3[CH:32]=[CH:31][CH:30]=[CH:29][CH:28]=3)=[C:25]([CH:33]=O)[NH:24][C:23]=2[CH3:35])=[O:21])[CH2:16][CH2:15][CH2:14][CH2:13]1. No catalyst specified. The product is [N:12]1([CH2:17][CH2:18][NH:19][C:20]([C:22]2[C:26]([C:27]3[CH:28]=[CH:29][CH:30]=[CH:31][CH:32]=3)=[C:25]([CH:33]=[C:5]3[C:4]4[C:8](=[CH:9][CH:10]=[C:2]([Br:1])[CH:3]=4)[NH:7][C:6]3=[O:11])[NH:24][C:23]=2[CH3:35])=[O:21])[CH2:13][CH2:14][CH2:15][CH2:16]1. The yield is 0.270. (8) The reactants are [O:1]=[C:2]1[NH:6][C:5](=[O:7])[CH2:4][N:3]1[C@@H:8]([C@@H:16]([CH3:19])[CH2:17][CH3:18])[C:9]([O:11][C:12]([CH3:15])([CH3:14])[CH3:13])=[O:10].[CH3:20][C:21]1[N:26]=[C:25]([CH2:27]O)[CH:24]=[CH:23][CH:22]=1.C1(P(C2C=CC=CC=2)C2C=CC=CC=2)C=CC=CC=1.N(C(OCC)=O)=NC(OCC)=O. The catalyst is ClCCl.O. The product is [CH3:19][C@@H:16]([CH2:17][CH3:18])[C@H:8]([N:3]1[CH2:4][C:5](=[O:7])[N:6]([CH2:27][C:25]2[CH:24]=[CH:23][CH:22]=[C:21]([CH3:20])[N:26]=2)[C:2]1=[O:1])[C:9]([O:11][C:12]([CH3:13])([CH3:14])[CH3:15])=[O:10]. The yield is 0.940. (9) The reactants are [OH:1][C:2]1[C:3]([C:18](=O)[CH3:19])=[N:4][N:5]([CH3:17])[C:6]=1[C:7]1[CH:12]=[CH:11][C:10]([C:13]([F:16])([F:15])[F:14])=[CH:9][CH:8]=1.[N:21]1[CH:26]=[CH:25][CH:24]=[CH:23][C:22]=1[CH2:27][NH:28][C:29]([C:31]1[S:32][C:33]([C:36]([NH:38][NH2:39])=[O:37])=[CH:34][CH:35]=1)=[O:30]. The catalyst is CS(C)=O. The product is [N:21]1[CH:26]=[CH:25][CH:24]=[CH:23][C:22]=1[CH2:27][NH:28][C:29]([C:31]1[S:32][C:33]([C:36]([NH:38][N:39]=[C:18]([C:3]2[C:2]([OH:1])=[C:6]([C:7]3[CH:12]=[CH:11][C:10]([C:13]([F:16])([F:15])[F:14])=[CH:9][CH:8]=3)[N:5]([CH3:17])[N:4]=2)[CH3:19])=[O:37])=[CH:34][CH:35]=1)=[O:30]. The yield is 0.830.